From a dataset of NCI-60 drug combinations with 297,098 pairs across 59 cell lines. Regression. Given two drug SMILES strings and cell line genomic features, predict the synergy score measuring deviation from expected non-interaction effect. (1) Drug 1: CC1C(C(CC(O1)OC2CC(CC3=C2C(=C4C(=C3O)C(=O)C5=C(C4=O)C(=CC=C5)OC)O)(C(=O)CO)O)N)O.Cl. Drug 2: C1=NC2=C(N1)C(=S)N=CN2. Cell line: K-562. Synergy scores: CSS=64.1, Synergy_ZIP=6.32, Synergy_Bliss=6.85, Synergy_Loewe=-2.66, Synergy_HSA=6.25. (2) Drug 1: CC1=C(C=C(C=C1)C(=O)NC2=CC(=CC(=C2)C(F)(F)F)N3C=C(N=C3)C)NC4=NC=CC(=N4)C5=CN=CC=C5. Drug 2: C(CN)CNCCSP(=O)(O)O. Cell line: OVCAR-8. Synergy scores: CSS=-2.48, Synergy_ZIP=1.73, Synergy_Bliss=-0.778, Synergy_Loewe=-5.11, Synergy_HSA=-5.91. (3) Drug 1: CCC1(CC2CC(C3=C(CCN(C2)C1)C4=CC=CC=C4N3)(C5=C(C=C6C(=C5)C78CCN9C7C(C=CC9)(C(C(C8N6C=O)(C(=O)OC)O)OC(=O)C)CC)OC)C(=O)OC)O.OS(=O)(=O)O. Drug 2: CC12CCC3C(C1CCC2O)C(CC4=C3C=CC(=C4)O)CCCCCCCCCS(=O)CCCC(C(F)(F)F)(F)F. Cell line: MALME-3M. Synergy scores: CSS=11.0, Synergy_ZIP=-4.02, Synergy_Bliss=6.29, Synergy_Loewe=-3.74, Synergy_HSA=3.40. (4) Drug 1: C1=CC(=C2C(=C1NCCNCCO)C(=O)C3=C(C=CC(=C3C2=O)O)O)NCCNCCO. Drug 2: C1=CN(C=N1)CC(O)(P(=O)(O)O)P(=O)(O)O. Cell line: SR. Synergy scores: CSS=9.52, Synergy_ZIP=-32.4, Synergy_Bliss=-60.0, Synergy_Loewe=-86.1, Synergy_HSA=-57.8.